This data is from Reaction yield outcomes from USPTO patents with 853,638 reactions. The task is: Predict the reaction yield, written as a fraction of the theoretical maximum amount of product (1.0 means a 100% yield; for example, 0.34 means a 34% yield). (1) The reactants are [CH:1]([NH:14][C:15]1[C:24]2[C:19](=[CH:20][CH:21]=[CH:22][CH:23]=2)[N:18]=[C:17](Cl)[N:16]=1)([C:8]1[CH:13]=[CH:12][CH:11]=[CH:10][CH:9]=1)[C:2]1[CH:7]=[CH:6][CH:5]=[CH:4][CH:3]=1.[NH:26]1[C:34]2[C:29](=[CH:30][C:31](B(O)O)=[CH:32][CH:33]=2)[CH:28]=[CH:27]1.C(NC1C2C(=CC=CC=2)N=C(C2SC3C=CC=CC=3C=2)N=1)(C1C=CC=CC=1)C1C=CC=CC=1. The catalyst is C1CCCCC1.CCOC(C)=O. The product is [CH:1]([NH:14][C:15]1[C:24]2[C:19](=[CH:20][CH:21]=[CH:22][CH:23]=2)[N:18]=[C:17]([C:31]2[CH:30]=[C:29]3[C:34](=[CH:33][CH:32]=2)[NH:26][CH:27]=[CH:28]3)[N:16]=1)([C:8]1[CH:13]=[CH:12][CH:11]=[CH:10][CH:9]=1)[C:2]1[CH:7]=[CH:6][CH:5]=[CH:4][CH:3]=1. The yield is 0.700. (2) The reactants are [CH3:1][C:2]1([CH3:32])[CH2:7][C:6](=[O:8])[CH2:5][C:4]([CH3:10])([CH3:9])[P:3]1[C:11]1[CH:16]=[CH:15][CH:14]=[CH:13][C:12]=1[C:17]1[C:22]([CH:23]([CH3:25])[CH3:24])=[CH:21][C:20]([CH:26]([CH3:28])[CH3:27])=[CH:19][C:18]=1[CH:29]([CH3:31])[CH3:30].O.C1(C)C=CC(S(O)(=O)=O)=CC=1.[CH2:45](O)[CH2:46][OH:47]. No catalyst specified. The product is [CH3:32][C:2]1([CH3:1])[P:3]([C:11]2[CH:16]=[CH:15][CH:14]=[CH:13][C:12]=2[C:17]2[C:22]([CH:23]([CH3:24])[CH3:25])=[CH:21][C:20]([CH:26]([CH3:28])[CH3:27])=[CH:19][C:18]=2[CH:29]([CH3:31])[CH3:30])[C:4]([CH3:9])([CH3:10])[CH2:5][C:6]2([O:47][CH2:46][CH2:45][O:8]2)[CH2:7]1. The yield is 0.820.